This data is from Catalyst prediction with 721,799 reactions and 888 catalyst types from USPTO. The task is: Predict which catalyst facilitates the given reaction. (1) Reactant: [F:1][C:2]1[CH:3]=[C:4]2[C:8](=[CH:9][CH:10]=1)[NH:7][C:6](=[O:11])[C:5]2=[CH:12][C:13]1[CH:14]=[C:15]([CH:19]=[CH:20][CH:21]=1)[C:16](O)=[O:17].Cl.C(N=C=NCCCN(C)C)C.OC1C2N=NNC=2C=CC=1.C(N(CC)CC)C.Cl.[CH3:52][O:53][C:54](=[O:61])[CH2:55][CH2:56][CH2:57][CH2:58][CH2:59][NH2:60]. Product: [CH3:52][O:53][C:54](=[O:61])[CH2:55][CH2:56][CH2:57][CH2:58][CH2:59][NH:60][C:16](=[O:17])[C:15]1[CH:19]=[CH:20][CH:21]=[C:13]([CH:12]=[C:5]2[C:4]3[C:8](=[CH:9][CH:10]=[C:2]([F:1])[CH:3]=3)[NH:7][C:6]2=[O:11])[CH:14]=1. The catalyst class is: 650. (2) Product: [C:11]([O:15][C:16]([N:18]1[C@@H:23]([C@@H:24]([O:50][CH2:51][C:52]2[CH:57]=[CH:56][CH:55]=[CH:54][CH:53]=2)[C@@H:25]([N:35]([CH2:36][C:37]2[CH:38]=[CH:39][CH:40]=[CH:41][CH:42]=2)[CH2:43][C:44]2[CH:45]=[CH:46][CH:47]=[CH:48][CH:49]=2)[CH2:26][C:27]2[CH:32]=[C:31]([F:33])[CH:30]=[C:29]([F:34])[CH:28]=2)[CH2:22][O:21][C:20](=[O:58])[C@@H:19]1[CH2:60][CH3:61])=[O:17])([CH3:14])([CH3:12])[CH3:13]. The catalyst class is: 7. Reactant: C[Si](C)(C)[N-][Si](C)(C)C.[Li+].[C:11]([O:15][C:16]([N:18]1[C@@H:23]([C@@H:24]([O:50][CH2:51][C:52]2[CH:57]=[CH:56][CH:55]=[CH:54][CH:53]=2)[C@@H:25]([N:35]([CH2:43][C:44]2[CH:49]=[CH:48][CH:47]=[CH:46][CH:45]=2)[CH2:36][C:37]2[CH:42]=[CH:41][CH:40]=[CH:39][CH:38]=2)[CH2:26][C:27]2[CH:32]=[C:31]([F:33])[CH:30]=[C:29]([F:34])[CH:28]=2)[CH2:22][O:21][C:20](=[O:58])[CH2:19]1)=[O:17])([CH3:14])([CH3:13])[CH3:12].I[CH2:60][CH3:61]. (3) Reactant: Br[C:2]1[CH:3]=[C:4]2[C:10]([O:11][CH3:12])=[N:9][N:8]([CH2:13][C:14]3[CH:19]=[CH:18][C:17]([O:20][CH3:21])=[CH:16][CH:15]=3)[C:5]2=[N:6][CH:7]=1.[C:22](=[O:29])([O:24][C:25]([CH3:28])([CH3:27])[CH3:26])[NH2:23].C([O-])([O-])=O.[Cs+].[Cs+].C1(P(C2C=CC=CC=2)C2C3OC4C(=CC=CC=4P(C4C=CC=CC=4)C4C=CC=CC=4)C(C)(C)C=3C=CC=2)C=CC=CC=1. The catalyst class is: 443. Product: [CH3:12][O:11][C:10]1[C:4]2[C:5](=[N:6][CH:7]=[C:2]([NH:23][C:22](=[O:29])[O:24][C:25]([CH3:28])([CH3:27])[CH3:26])[CH:3]=2)[N:8]([CH2:13][C:14]2[CH:19]=[CH:18][C:17]([O:20][CH3:21])=[CH:16][CH:15]=2)[N:9]=1. (4) Reactant: [Cl:1][C:2]1[N:7]=[C:6](Cl)[C:5]([F:9])=[CH:4][N:3]=1.[O:10]1[CH2:14][CH2:13][CH:12]([OH:15])[CH2:11]1.C(=O)([O-])[O-].[Cs+].[Cs+]. Product: [Cl:1][C:2]1[N:7]=[C:6]([O:15][CH:12]2[CH2:13][CH2:14][O:10][CH2:11]2)[C:5]([F:9])=[CH:4][N:3]=1. The catalyst class is: 39. (5) Product: [F:8][C:6]1[CH:7]=[C:2]([C:17]2[CH:18]=[CH:19][C:14]([F:13])=[CH:15][CH:16]=2)[C:3]([C:9]([O:11][CH3:12])=[O:10])=[N:4][CH:5]=1. Reactant: Br[C:2]1[C:3]([C:9]([O:11][CH3:12])=[O:10])=[N:4][CH:5]=[C:6]([F:8])[CH:7]=1.[F:13][C:14]1[CH:19]=[CH:18][C:17](B(O)O)=[CH:16][CH:15]=1.C(=O)([O-])[O-].[Na+].[Na+]. The catalyst class is: 38. (6) Reactant: [C:1]([N:8]1[CH2:13][CH2:12][CH:11]([CH2:14][C:15]([OH:17])=O)[CH2:10][CH2:9]1)([O:3][C:4]([CH3:7])([CH3:6])[CH3:5])=[O:2].C(Cl)(=O)C([Cl:21])=O. Product: [C:4]([O:3][C:1]([N:8]1[CH2:13][CH2:12][CH:11]([CH2:14][C:15]([Cl:21])=[O:17])[CH2:10][CH2:9]1)=[O:2])([CH3:7])([CH3:6])[CH3:5]. The catalyst class is: 198. (7) Reactant: CS(C)=O.C(Cl)(=O)C(Cl)=O.[C:11]([O:15][C:16](=[O:38])[NH:17][C:18]1[CH:23]=[CH:22][CH:21]=[C:20]([CH2:24][CH:25]2[CH:29]([OH:30])[CH2:28][N:27]([CH2:31][C:32]3[CH:37]=[CH:36][CH:35]=[CH:34][CH:33]=3)[CH2:26]2)[N:19]=1)([CH3:14])([CH3:13])[CH3:12].C(N(CC)CC)C. Product: [C:11]([O:15][C:16](=[O:38])[NH:17][C:18]1[CH:23]=[CH:22][CH:21]=[C:20]([CH2:24][CH:25]2[C:29](=[O:30])[CH2:28][N:27]([CH2:31][C:32]3[CH:33]=[CH:34][CH:35]=[CH:36][CH:37]=3)[CH2:26]2)[N:19]=1)([CH3:14])([CH3:12])[CH3:13]. The catalyst class is: 2. (8) Reactant: [Na].CN([SiH3])[Si](C)(C)C.O1C[CH2:12][CH2:11][CH2:10]1.O1CCCC1.[CH:19]1([CH2:23][C:24]([O:26][CH2:27][CH3:28])=[O:25])[CH2:22][CH2:21][CH2:20]1.C(Br)C=C. Product: [CH:19]1([CH:23]([CH2:12][CH:11]=[CH2:10])[C:24]([O:26][CH2:27][CH3:28])=[O:25])[CH2:22][CH2:21][CH2:20]1. The catalyst class is: 6. (9) Reactant: Cl[C:2]1[N:11]=[C:10]([NH:12][CH2:13][CH:14]([C:21]2[CH:26]=[CH:25][CH:24]=[CH:23][CH:22]=2)[C:15]2[CH:16]=[N:17][CH:18]=[CH:19][CH:20]=2)[C:9]2[C:4](=[CH:5][CH:6]=[CH:7][CH:8]=2)[N:3]=1.[CH3:27][N:28]1[C:36]2[C:31](=[CH:32][C:33](B(O)O)=[CH:34][CH:35]=2)[CH:30]=[CH:29]1.N1C=CN2C=C(C3N=C(NCC(C4C=CC=CC=4)C4NC=CC=4)C4C(=CC=CC=4)N=3)C=CC=12. Product: [CH3:27][N:28]1[C:36]2[C:31](=[CH:32][C:33]([C:2]3[N:11]=[C:10]([NH:12][CH2:13][CH:14]([C:21]4[CH:26]=[CH:25][CH:24]=[CH:23][CH:22]=4)[C:15]4[CH:16]=[N:17][CH:18]=[CH:19][CH:20]=4)[C:9]4[C:4](=[CH:5][CH:6]=[CH:7][CH:8]=4)[N:3]=3)=[CH:34][CH:35]=2)[CH:30]=[CH:29]1. The catalyst class is: 61. (10) Reactant: [NH2:1][C:2]1[CH:3]=[C:4]([CH:8]=[CH:9][N:10]=1)[C:5]([OH:7])=O.Cl.CN(C)CCCN=C=NCC.C(N(CC)C(C)C)(C)C.ON1C2C=CC=CC=2N=N1.[CH2:42]([NH2:49])[C:43]1[CH:48]=[CH:47][CH:46]=[CH:45][CH:44]=1. Product: [NH2:1][C:2]1[CH:3]=[C:4]([CH:8]=[CH:9][N:10]=1)[C:5]([NH:49][CH2:42][C:43]1[CH:48]=[CH:47][CH:46]=[CH:45][CH:44]=1)=[O:7]. The catalyst class is: 35.